From a dataset of Reaction yield outcomes from USPTO patents with 853,638 reactions. Predict the reaction yield, written as a fraction of the theoretical maximum amount of product (1.0 means a 100% yield; for example, 0.34 means a 34% yield). (1) The reactants are ClC1C=CC=C(C(OO)=[O:9])C=1.[Cl:12][C:13]1[C:22]2[C:17](=[C:18]([CH3:25])[C:19]([O:23][CH3:24])=[CH:20][CH:21]=2)[N:16]=[CH:15][CH:14]=1. The catalyst is C(Cl)(Cl)Cl. The product is [Cl:12][C:13]1[C:22]2[C:17](=[C:18]([CH3:25])[C:19]([O:23][CH3:24])=[CH:20][CH:21]=2)[N+:16]([O-:9])=[CH:15][CH:14]=1. The yield is 0.183. (2) The reactants are CS(O[CH2:6][CH2:7][N:8]1[CH:12]=[C:11]([C:13]2[CH:18]=[C:17]([C:19]([O:21]C)=[O:20])[CH:16]=[CH:15][N:14]=2)[N:10]=[CH:9]1)(=O)=O.[F:23][C:24]1[CH:25]=[C:26]2[C:31](=[CH:32][CH:33]=1)[NH:30][CH2:29][CH2:28][CH2:27]2. No catalyst specified. The product is [F:23][C:24]1[CH:25]=[C:26]2[C:31](=[CH:32][CH:33]=1)[N:30]([CH2:6][CH2:7][N:8]1[CH:12]=[C:11]([C:13]3[CH:18]=[C:17]([C:19]([OH:21])=[O:20])[CH:16]=[CH:15][N:14]=3)[N:10]=[CH:9]1)[CH2:29][CH2:28][CH2:27]2. The yield is 0.130. (3) The catalyst is C(O)C.C1C=CC([P]([Pd]([P](C2C=CC=CC=2)(C2C=CC=CC=2)C2C=CC=CC=2)([P](C2C=CC=CC=2)(C2C=CC=CC=2)C2C=CC=CC=2)[P](C2C=CC=CC=2)(C2C=CC=CC=2)C2C=CC=CC=2)(C2C=CC=CC=2)C2C=CC=CC=2)=CC=1. The yield is 1.00. The product is [CH:21]1([C:19]([N:16]2[CH2:17][CH2:18][C@@H:14]([CH2:13][C:12]3[N:8]([C:5]4[CH:6]=[CH:7][C:2]([C:31]5[CH:32]=[C:33]6[C:28]([CH:27]=[CH:26][NH:25]6)=[CH:29][CH:30]=5)=[CH:3][CH:4]=4)[C:9](=[O:24])[NH:10][N:11]=3)[CH2:15]2)=[O:20])[CH2:23][CH2:22]1. The reactants are Br[C:2]1[CH:7]=[CH:6][C:5]([N:8]2[C:12]([CH2:13][C@@H:14]3[CH2:18][CH2:17][N:16]([C:19]([CH:21]4[CH2:23][CH2:22]4)=[O:20])[CH2:15]3)=[N:11][NH:10][C:9]2=[O:24])=[CH:4][CH:3]=1.[NH:25]1[C:33]2[C:28](=[CH:29][CH:30]=[C:31](B(O)O)[CH:32]=2)[CH:27]=[CH:26]1.[O-]P([O-])([O-])=O.[K+].[K+].[K+]. (4) The reactants are [Cl:1][C:2]1[CH:7]=[CH:6][C:5]([S:8][C:9]2[CH:16]=[CH:15][C:12]([CH:13]=[O:14])=[CH:11][CH:10]=2)=[CH:4][CH:3]=1.ClC1C=C(C=CC=1)C(OO)=[O:22].[OH-:28].[K+]. The catalyst is C(Cl)Cl. The product is [Cl:1][C:2]1[CH:7]=[CH:6][C:5]([S:8]([C:9]2[CH:16]=[CH:15][C:12]([CH:13]=[O:14])=[CH:11][CH:10]=2)(=[O:22])=[O:28])=[CH:4][CH:3]=1. The yield is 0.689.